From a dataset of Catalyst prediction with 721,799 reactions and 888 catalyst types from USPTO. Predict which catalyst facilitates the given reaction. Reactant: [CH3:1][NH:2][C:3]([N:5]1[C:13]2[C:8](=[CH:9][C:10]([O:14][C:15]3[CH:20]=[CH:19][N:18]=[C:17]([NH2:21])[CH:16]=3)=[CH:11][CH:12]=2)[CH:7]=[CH:6]1)=[O:4].N1C=CC=CC=1.C(N(CC)CC)C.[C:35](Cl)(=[O:43])[O:36][C:37]1[CH:42]=[CH:41][CH:40]=[CH:39][CH:38]=1. Product: [CH3:1][NH:2][C:3]([N:5]1[C:13]2[C:8](=[CH:9][C:10]([O:14][C:15]3[CH:20]=[CH:19][N:18]=[C:17]([NH:21][C:35](=[O:43])[O:36][C:37]4[CH:42]=[CH:41][CH:40]=[CH:39][CH:38]=4)[CH:16]=3)=[CH:11][CH:12]=2)[CH:7]=[CH:6]1)=[O:4]. The catalyst class is: 9.